Dataset: Reaction yield outcomes from USPTO patents with 853,638 reactions. Task: Predict the reaction yield, written as a fraction of the theoretical maximum amount of product (1.0 means a 100% yield; for example, 0.34 means a 34% yield). (1) The reactants are [H-].[Na+].[N+:3]([C:6]1[CH:14]=[CH:13][CH:12]=[C:11]2[C:7]=1[CH:8]=[CH:9][NH:10]2)([O-:5])=[O:4].C(OC([N:22]1[C:30]2[C:25](=[CH:26][CH:27]=[CH:28][N:29]=2)[C:24]([CH2:31]Cl)=[CH:23]1)=O)(C)(C)C. The catalyst is C1COCC1. The product is [N+:3]([C:6]1[CH:14]=[CH:13][CH:12]=[C:11]2[C:7]=1[CH:8]=[CH:9][N:10]2[CH2:31][C:24]1[C:25]2[C:30](=[N:29][CH:28]=[CH:27][CH:26]=2)[NH:22][CH:23]=1)([O-:5])=[O:4]. The yield is 0.340. (2) The reactants are [C:1]([S:5]([N:7]=[C:8]([C:10]1[CH:11]=[C:12]([C:27]([N:29]([CH3:31])[CH3:30])=[O:28])[CH:13]=[C:14]2[C:19]=1[O:18][C:17]([N:20]1[CH2:25][CH2:24][O:23][CH2:22][CH2:21]1)=[CH:16][C:15]2=[O:26])[CH3:9])=[O:6])([CH3:4])([CH3:3])[CH3:2].C(O)(=O)C.[B-]C#N.[Na+].C([O-])([O-])=O.[Na+].[Na+]. The catalyst is C(Cl)Cl.CO. The product is [CH3:4][C:1]([CH3:2])([S@:5]([NH:7][CH:8]([C:10]1[CH:11]=[C:12]([C:27]([N:29]([CH3:31])[CH3:30])=[O:28])[CH:13]=[C:14]2[C:19]=1[O:18][C:17]([N:20]1[CH2:25][CH2:24][O:23][CH2:22][CH2:21]1)=[CH:16][C:15]2=[O:26])[CH3:9])=[O:6])[CH3:3]. The yield is 0.0553.